From a dataset of Reaction yield outcomes from USPTO patents with 853,638 reactions. Predict the reaction yield, written as a fraction of the theoretical maximum amount of product (1.0 means a 100% yield; for example, 0.34 means a 34% yield). (1) The reactants are [CH:1]([C@@H:3]1[CH2:8][CH2:7][C@H:6]([CH3:9])[CH2:5][N:4]1[C:10]([O:12][C:13]([CH3:16])([CH3:15])[CH3:14])=[O:11])=[CH2:2].[OH2:17].[OH-].[Na+].OO. The catalyst is C1COCC1.CCOCC. The product is [OH:17][CH2:2][CH2:1][C@@H:3]1[CH2:8][CH2:7][C@H:6]([CH3:9])[CH2:5][N:4]1[C:10]([O:12][C:13]([CH3:15])([CH3:14])[CH3:16])=[O:11]. The yield is 0.580. (2) The reactants are [OH:1][CH2:2][C@H:3]1[CH2:7][CH2:6][C:5](=[O:8])[N:4]1[CH2:9]/[CH:10]=[CH:11]\[C:12]1[S:16][C:15]([C:17]([O:19][CH3:20])=[O:18])=[CH:14][CH:13]=1. The catalyst is C(OCC)(=O)C.CO.[Pd]. The product is [OH:1][CH2:2][C@H:3]1[CH2:7][CH2:6][C:5](=[O:8])[N:4]1[CH2:9][CH2:10][CH2:11][C:12]1[S:16][C:15]([C:17]([O:19][CH3:20])=[O:18])=[CH:14][CH:13]=1. The yield is 1.00. (3) The reactants are Br[CH2:2][C:3]1[CH:8]=[CH:7][C:6]([O:9][CH:10]([F:12])[F:11])=[CH:5][CH:4]=1.[F:13][C:14]1[CH:35]=[CH:34][C:17]([CH2:18][NH:19][C:20]([C:22]2[S:26][C:25]([N:27]3[CH2:31][CH2:30][CH2:29][C:28]3=[O:32])=[N:24][C:23]=2[CH3:33])=[O:21])=[CH:16][CH:15]=1. The product is [F:11][CH:10]([F:12])[O:9][C:6]1[CH:7]=[CH:8][C:3]([CH2:2][CH:29]2[CH2:30][CH2:31][N:27]([C:25]3[S:26][C:22]([C:20]([NH:19][CH2:18][C:17]4[CH:16]=[CH:15][C:14]([F:13])=[CH:35][CH:34]=4)=[O:21])=[C:23]([CH3:33])[N:24]=3)[C:28]2=[O:32])=[CH:4][CH:5]=1. No catalyst specified. The yield is 0.310. (4) The reactants are [CH2:1]([O:8][C:9]1[CH:14]=[CH:13][C:12]([OH:15])=[CH:11][CH:10]=1)[C:2]1[CH:7]=[CH:6][CH:5]=[CH:4][CH:3]=1.CS(O[CH:21]1[CH2:26][CH2:25][N:24]([C:27]([O:29][C:30]([CH3:33])([CH3:32])[CH3:31])=[O:28])[CH2:23][CH2:22]1)(=O)=O.C1(P(C2C=CC=CC=2)C2C=CC=CC=2)C=CC=CC=1.CCOC(/N=N/C(OCC)=O)=O.C(=O)([O-])O.[Na+]. The catalyst is C1COCC1.C1(C)C=CC=CC=1. The product is [CH2:1]([O:8][C:9]1[CH:10]=[CH:11][C:12]([O:15][CH:21]2[CH2:26][CH2:25][N:24]([C:27]([O:29][C:30]([CH3:33])([CH3:32])[CH3:31])=[O:28])[CH2:23][CH2:22]2)=[CH:13][CH:14]=1)[C:2]1[CH:3]=[CH:4][CH:5]=[CH:6][CH:7]=1. The yield is 0.590. (5) The reactants are [OH-].[K+].[N+:3]([C:6]1[CH:11]=[CH:10][CH:9]=[CH:8][C:7]=1[S:12]([NH:15][C:16]1[CH:21]=[CH:20][CH:19]=[CH:18][CH:17]=1)(=[O:14])=[O:13])([O-:5])=[O:4].[Br:22][C:23]1[CH:24]=[CH:25][C:26]2[N:27]([CH2:37][CH2:38][CH2:39]Br)[C:28]3[C:33]([C:34]=2[CH:35]=1)=[CH:32][C:31]([Br:36])=[CH:30][CH:29]=3. The catalyst is CN(C=O)C.CCOC(C)=O. The product is [Br:36][C:31]1[CH:30]=[CH:29][C:28]2[N:27]([CH2:37][CH2:38][CH2:39][N:15]([C:16]3[CH:17]=[CH:18][CH:19]=[CH:20][CH:21]=3)[S:12]([C:7]3[CH:8]=[CH:9][CH:10]=[CH:11][C:6]=3[N+:3]([O-:5])=[O:4])(=[O:14])=[O:13])[C:26]3[C:34]([C:33]=2[CH:32]=1)=[CH:35][C:23]([Br:22])=[CH:24][CH:25]=3. The yield is 0.355. (6) The reactants are Cl[C:2]1[CH:7]=[CH:6][C:5]([N+:8]([O-:10])=[O:9])=[CH:4][N:3]=1.[CH3:11][NH:12][CH3:13].CO. The catalyst is CO. The product is [CH3:11][N:12]([CH3:13])[C:2]1[CH:7]=[CH:6][C:5]([N+:8]([O-:10])=[O:9])=[CH:4][N:3]=1. The yield is 1.00. (7) The reactants are [C:1]([O:5][C:6]([N:8]1[CH:13]2[CH2:14][CH2:15][CH:9]1[CH2:10][NH:11][CH2:12]2)=[O:7])([CH3:4])([CH3:3])[CH3:2].[NH2:16][C:17]1[CH:25]=[C:24]([CH3:26])[C:20]([C:21](O)=[O:22])=[CH:19][N:18]=1. No catalyst specified. The product is [C:1]([O:5][C:6]([N:8]1[CH:9]2[CH2:15][CH2:14][CH:13]1[CH2:12][N:11]([C:21]([C:20]1[CH:19]=[N:18][C:17]([NH2:16])=[CH:25][C:24]=1[CH3:26])=[O:22])[CH2:10]2)=[O:7])([CH3:4])([CH3:2])[CH3:3]. The yield is 0.550.